This data is from NCI-60 drug combinations with 297,098 pairs across 59 cell lines. The task is: Regression. Given two drug SMILES strings and cell line genomic features, predict the synergy score measuring deviation from expected non-interaction effect. (1) Drug 1: CN(CC1=CN=C2C(=N1)C(=NC(=N2)N)N)C3=CC=C(C=C3)C(=O)NC(CCC(=O)O)C(=O)O. Drug 2: C1=NC2=C(N1)C(=S)N=CN2. Cell line: ACHN. Synergy scores: CSS=50.1, Synergy_ZIP=-5.22, Synergy_Bliss=0.205, Synergy_Loewe=-11.8, Synergy_HSA=-1.00. (2) Drug 1: CC12CCC3C(C1CCC2=O)CC(=C)C4=CC(=O)C=CC34C. Drug 2: C1=NC2=C(N1)C(=S)N=CN2. Cell line: COLO 205. Synergy scores: CSS=62.6, Synergy_ZIP=-4.27, Synergy_Bliss=-2.22, Synergy_Loewe=-6.56, Synergy_HSA=-1.73. (3) Drug 1: CC12CCC(CC1=CCC3C2CCC4(C3CC=C4C5=CN=CC=C5)C)O. Synergy scores: CSS=29.3, Synergy_ZIP=-2.03, Synergy_Bliss=-3.01, Synergy_Loewe=-21.1, Synergy_HSA=-2.15. Drug 2: C1C(C(OC1N2C=NC3=C(N=C(N=C32)Cl)N)CO)O. Cell line: OVCAR-8. (4) Drug 1: C1=CC=C(C=C1)NC(=O)CCCCCCC(=O)NO. Drug 2: CC1C(C(CC(O1)OC2CC(CC3=C2C(=C4C(=C3O)C(=O)C5=C(C4=O)C(=CC=C5)OC)O)(C(=O)CO)O)N)O.Cl. Cell line: COLO 205. Synergy scores: CSS=55.7, Synergy_ZIP=-3.54, Synergy_Bliss=0.319, Synergy_Loewe=-0.378, Synergy_HSA=2.33. (5) Drug 1: CC1=C2C(C(=O)C3(C(CC4C(C3C(C(C2(C)C)(CC1OC(=O)C(C(C5=CC=CC=C5)NC(=O)OC(C)(C)C)O)O)OC(=O)C6=CC=CC=C6)(CO4)OC(=O)C)O)C)O. Drug 2: C(CCl)NC(=O)N(CCCl)N=O. Cell line: RXF 393. Synergy scores: CSS=-4.59, Synergy_ZIP=3.20, Synergy_Bliss=3.84, Synergy_Loewe=-2.25, Synergy_HSA=-1.54. (6) Drug 1: CN(C)N=NC1=C(NC=N1)C(=O)N. Drug 2: B(C(CC(C)C)NC(=O)C(CC1=CC=CC=C1)NC(=O)C2=NC=CN=C2)(O)O. Cell line: ACHN. Synergy scores: CSS=18.2, Synergy_ZIP=1.02, Synergy_Bliss=6.07, Synergy_Loewe=5.15, Synergy_HSA=5.04. (7) Drug 1: CNC(=O)C1=CC=CC=C1SC2=CC3=C(C=C2)C(=NN3)C=CC4=CC=CC=N4. Drug 2: CC1C(C(CC(O1)OC2CC(CC3=C2C(=C4C(=C3O)C(=O)C5=CC=CC=C5C4=O)O)(C(=O)C)O)N)O. Cell line: CCRF-CEM. Synergy scores: CSS=38.2, Synergy_ZIP=1.20, Synergy_Bliss=1.01, Synergy_Loewe=-12.6, Synergy_HSA=2.61.